Task: Regression. Given a peptide amino acid sequence and an MHC pseudo amino acid sequence, predict their binding affinity value. This is MHC class II binding data.. Dataset: Peptide-MHC class II binding affinity with 134,281 pairs from IEDB (1) The peptide sequence is YYAIHKASPVLAFPA. The MHC is HLA-DQA10301-DQB10302 with pseudo-sequence HLA-DQA10301-DQB10302. The binding affinity (normalized) is 0.418. (2) The peptide sequence is QMATTLPVQRHPRSL. The binding affinity (normalized) is 0.469. The MHC is DRB4_0101 with pseudo-sequence DRB4_0103. (3) The peptide sequence is TPLTLVDICFWSTLF. The MHC is DRB1_0405 with pseudo-sequence DRB1_0405. The binding affinity (normalized) is 0.0594. (4) The peptide sequence is KTHESHLVRSWVTAG. The MHC is DRB1_0701 with pseudo-sequence DRB1_0701. The binding affinity (normalized) is 0.728. (5) The MHC is DRB1_0701 with pseudo-sequence DRB1_0701. The binding affinity (normalized) is 0.526. The peptide sequence is GELQIVDKIDAAFYI. (6) The peptide sequence is AAFKIAATAANSAPA. The MHC is DRB1_1501 with pseudo-sequence DRB1_1501. The binding affinity (normalized) is 0.688.